From a dataset of Full USPTO retrosynthesis dataset with 1.9M reactions from patents (1976-2016). Predict the reactants needed to synthesize the given product. (1) Given the product [O:25]=[C:24]1[C:23]2[C:18](=[CH:19][CH:20]=[CH:21][CH:22]=2)[NH:17][CH:16]=[C:15]1[C:13]([NH:12][C:4]1[CH:3]=[C:2]([NH:1][S:36]([CH:35]=[CH2:34])(=[O:38])=[O:37])[CH:7]=[C:6]([C:8]([F:10])([F:11])[F:9])[CH:5]=1)=[O:14], predict the reactants needed to synthesize it. The reactants are: [NH2:1][C:2]1[CH:3]=[C:4]([NH:12][C:13]([C:15]2[C:24](=[O:25])[C:23]3[C:18](=[CH:19][CH:20]=[CH:21][CH:22]=3)[NH:17][CH:16]=2)=[O:14])[CH:5]=[C:6]([C:8]([F:11])([F:10])[F:9])[CH:7]=1.CN1CCOCC1.Cl[CH2:34][CH2:35][S:36](Cl)(=[O:38])=[O:37].C(Cl)Cl.CCOC(C)=O. (2) The reactants are: [CH3:1][S:2]([CH3:5])(=[O:4])=[O:3].C([Li])CCC.[I:11][C:12]1[CH:13]=[C:14]([CH:17]=[CH:18][CH:19]=1)[CH2:15]Br. Given the product [CH3:1][S:2]([CH2:5][CH2:15][C:14]1[CH:17]=[CH:18][CH:19]=[C:12]([I:11])[CH:13]=1)(=[O:4])=[O:3], predict the reactants needed to synthesize it. (3) Given the product [Cl:2][C:3]1[CH:16]=[CH:15][C:14]2[CH2:22][CH2:21][C:12]3[CH:11]=[CH:10][CH:9]=[CH:8][C:7]=3[N:6]([CH2:17][CH2:18][CH2:19][NH:20][S:35]([C:30]3[CH:31]=[CH:32][CH:33]=[CH:34][C:29]=3[CH3:28])(=[O:37])=[O:36])[C:5]=2[CH:4]=1, predict the reactants needed to synthesize it. The reactants are: Cl.[Cl:2][C:3]1[CH:16]=[CH:15][C:14]2S[C:12]3[C:7](=[CH:8][CH:9]=[CH:10][CH:11]=3)[N:6]([CH2:17][CH2:18][CH2:19][NH2:20])[C:5]=2[CH:4]=1.[CH3:21][CH2:22]N(CC)CC.[CH3:28][C:29]1[CH:34]=[CH:33][CH:32]=[CH:31][C:30]=1[S:35](Cl)(=[O:37])=[O:36].[Na+].[Cl-]. (4) Given the product [O:8]([C:15]1[CH:27]=[CH:26][C:18]([C:19]([OH:21])=[O:20])=[C:17]([NH:28][C:29](=[O:38])[CH2:30][O:31][C:32]2[CH:37]=[CH:36][CH:35]=[CH:34][CH:33]=2)[CH:16]=1)[C:9]1[CH:10]=[CH:11][CH:12]=[CH:13][CH:14]=1, predict the reactants needed to synthesize it. The reactants are: FC(F)(F)C(O)=O.[O:8]([C:15]1[CH:27]=[CH:26][C:18]([C:19]([O:21]C(C)(C)C)=[O:20])=[C:17]([NH:28][C:29](=[O:38])[CH2:30][O:31][C:32]2[CH:37]=[CH:36][CH:35]=[CH:34][CH:33]=2)[CH:16]=1)[C:9]1[CH:14]=[CH:13][CH:12]=[CH:11][CH:10]=1. (5) Given the product [CH2:16]([O:23][C:2]1[S:6][N:5]=[C:4]([S:7][CH2:8][C:9]2[CH:14]=[CH:13][C:12]([Cl:15])=[CH:11][CH:10]=2)[N:3]=1)[C:17]1[CH:22]=[CH:21][CH:20]=[CH:19][CH:18]=1, predict the reactants needed to synthesize it. The reactants are: Cl[C:2]1[S:6][N:5]=[C:4]([S:7][CH2:8][C:9]2[CH:14]=[CH:13][C:12]([Cl:15])=[CH:11][CH:10]=2)[N:3]=1.[CH2:16]([OH:23])[C:17]1[CH:22]=[CH:21][CH:20]=[CH:19][CH:18]=1.[H-].[Na+].[Cl-].[Na+]. (6) Given the product [Cl:10][C:11]1[CH:16]=[C:15]([NH:17][C:18]2[C:27]3[C:22](=[CH:23][CH:24]=[CH:25][C:26]=3[O:28][CH2:29][C@@H:30]3[CH2:34][CH2:33][CH2:32][N:31]3[C:35](=[O:40])[CH2:36][N:37]([CH3:38])[CH3:39])[N:21]=[CH:20][N:19]=2)[CH:14]=[CH:13][C:12]=1[O:9][CH2:8][C:6]1[CH:5]=[CH:4][CH:3]=[C:2]([CH3:1])[N:7]=1, predict the reactants needed to synthesize it. The reactants are: [CH3:1][C:2]1[N:7]=[C:6]([CH2:8][OH:9])[CH:5]=[CH:4][CH:3]=1.[Cl:10][C:11]1[CH:16]=[C:15]([NH:17][C:18]2[C:27]3[C:22](=[CH:23][CH:24]=[CH:25][C:26]=3[O:28][CH2:29][C@@H:30]3[CH2:34][CH2:33][CH2:32][N:31]3[C:35](=[O:40])[CH2:36][N:37]([CH3:39])[CH3:38])[N:21]=[CH:20][N:19]=2)[CH:14]=[CH:13][C:12]=1O.